This data is from Forward reaction prediction with 1.9M reactions from USPTO patents (1976-2016). The task is: Predict the product of the given reaction. The product is: [NH2:38][C:11]1[S:10][C:9]([C:3]2[C:4]([F:8])=[CH:5][CH:6]=[CH:7][C:2]=2[F:1])=[N:13][C:12]=1[C:14]([NH:15][C:16]1[CH:17]=[N:18][N:19]([CH2:35][CH3:36])[C:20]=1[N:21]1[CH2:27][CH2:26][CH2:25][CH:24]([NH2:28])[CH2:23][CH2:22]1)=[O:37]. Given the reactants [F:1][C:2]1[CH:7]=[CH:6][CH:5]=[C:4]([F:8])[C:3]=1[C:9]1[S:10][C:11]([NH:38]C(=O)OC(C)(C)C)=[C:12]([C:14](=[O:37])[NH:15][C:16]2[CH:17]=[N:18][N:19]([CH2:35][CH3:36])[C:20]=2[N:21]2[CH2:27][CH2:26][CH2:25][CH:24]([NH:28]C(=O)C(F)(F)F)[CH2:23][CH2:22]2)[N:13]=1.C([O-])([O-])=O.[K+].[K+], predict the reaction product.